From a dataset of Peptide-MHC class II binding affinity with 134,281 pairs from IEDB. Regression. Given a peptide amino acid sequence and an MHC pseudo amino acid sequence, predict their binding affinity value. This is MHC class II binding data. (1) The peptide sequence is STGWNETIVENLLAN. The MHC is DRB4_0101 with pseudo-sequence DRB4_0103. The binding affinity (normalized) is 0.528. (2) The peptide sequence is ALSAEYAAVAQELSV. The MHC is DRB1_0401 with pseudo-sequence DRB1_0401. The binding affinity (normalized) is 0.507. (3) The peptide sequence is YDKFLANRSTVLTGK. The MHC is DRB1_0701 with pseudo-sequence DRB1_0701. The binding affinity (normalized) is 0.937. (4) The peptide sequence is EQEILNYMSPHHKKL. The MHC is HLA-DQA10303-DQB10402 with pseudo-sequence HLA-DQA10303-DQB10402. The binding affinity (normalized) is 0.438. (5) The peptide sequence is DEAHFLDPASIAARG. The MHC is DRB1_0404 with pseudo-sequence DRB1_0404. The binding affinity (normalized) is 0.421. (6) The peptide sequence is AAPANDKFTVFEAAF. The MHC is DRB1_1001 with pseudo-sequence DRB1_1001. The binding affinity (normalized) is 0.563.